Regression. Given a peptide amino acid sequence and an MHC pseudo amino acid sequence, predict their binding affinity value. This is MHC class I binding data. From a dataset of Peptide-MHC class I binding affinity with 185,985 pairs from IEDB/IMGT. (1) The peptide sequence is YQYIFLSFF. The MHC is HLA-A11:01 with pseudo-sequence HLA-A11:01. The binding affinity (normalized) is 0.0847. (2) The peptide sequence is CKNFLKQVY. The MHC is H-2-Db with pseudo-sequence H-2-Db. The binding affinity (normalized) is 0.00925. (3) The peptide sequence is KTNDFAPAW. The MHC is HLA-A02:01 with pseudo-sequence HLA-A02:01. The binding affinity (normalized) is 0.0847. (4) The peptide sequence is EEIEYTIL. The MHC is HLA-A02:03 with pseudo-sequence HLA-A02:03. The binding affinity (normalized) is 0.0283.